This data is from Catalyst prediction with 721,799 reactions and 888 catalyst types from USPTO. The task is: Predict which catalyst facilitates the given reaction. Reactant: [F:1][C:2]1[CH:3]=[CH:4][C:5]([NH:18][C:19](=[O:28])[C:20]2[CH:25]=[CH:24][C:23]([F:26])=[CH:22][C:21]=2[OH:27])=[C:6]([CH:17]=1)[C:7]([NH:9][C:10]1[CH:15]=[CH:14][C:13]([Cl:16])=[CH:12][N:11]=1)=[O:8].C([O-])([O-])=O.[K+].[K+].[CH2:35](I)[CH3:36]. Product: [F:1][C:2]1[CH:3]=[CH:4][C:5]([NH:18][C:19](=[O:28])[C:20]2[CH:25]=[CH:24][C:23]([F:26])=[CH:22][C:21]=2[O:27][CH2:35][CH3:36])=[C:6]([CH:17]=1)[C:7]([NH:9][C:10]1[CH:15]=[CH:14][C:13]([Cl:16])=[CH:12][N:11]=1)=[O:8]. The catalyst class is: 35.